This data is from Full USPTO retrosynthesis dataset with 1.9M reactions from patents (1976-2016). The task is: Predict the reactants needed to synthesize the given product. Given the product [O:24]1[CH2:28][CH2:29][N:30]=[C:23]1[C:13]1[CH:14]=[C:15]([C:16]2[CH:17]=[CH:18][C:19]([CH3:22])=[CH:20][CH:21]=2)[N:11]([C:8]2[CH:7]=[CH:6][C:5]([S:2]([NH2:1])(=[O:4])=[O:3])=[CH:10][CH:9]=2)[N:12]=1, predict the reactants needed to synthesize it. The reactants are: [NH2:1][S:2]([C:5]1[CH:10]=[CH:9][C:8]([N:11]2[C:15]([C:16]3[CH:21]=[CH:20][C:19]([CH3:22])=[CH:18][CH:17]=3)=[CH:14][C:13]([C:23](O)=[O:24])=[N:12]2)=[CH:7][CH:6]=1)(=[O:4])=[O:3].Br.Br[CH2:28][CH2:29][NH2:30].ON1C2C=CC=CC=2N=N1.C(N(CC)CC)C.Cl.C(N=C=NCCCN(C)C)C.